Dataset: Reaction yield outcomes from USPTO patents with 853,638 reactions. Task: Predict the reaction yield, written as a fraction of the theoretical maximum amount of product (1.0 means a 100% yield; for example, 0.34 means a 34% yield). The reactants are [NH2:1][C:2]1[C:11]2[C:6](=[CH:7][C:8]([CH2:12][NH:13][C:14]([C:16]3C(C#N)=[N:18][N:19]([CH2:21][C:22]4[CH:27]=[CH:26][C:25]([CH2:28][N:29]5[CH:33]=[C:32]([CH3:34])[CH:31]=[N:30]5)=[CH:24][CH:23]=4)[CH:20]=3)=[O:15])=[CH:9][CH:10]=2)[CH:5]=[CH:4][N:3]=1.[OH-:37].[Li+].[ClH:39].[O:40]1[CH2:45][CH2:44]OCC1. The catalyst is CO.O.C(Cl)Cl. The product is [ClH:39].[NH2:1][C:2]1[C:11]2[C:6](=[CH:7][C:8]([CH2:12][NH:13][C:14]([C:16]3[C:44]([C:45]([OH:40])=[O:37])=[N:18][N:19]([CH2:21][C:22]4[CH:27]=[CH:26][C:25]([CH2:28][N:29]5[CH:33]=[C:32]([CH3:34])[CH:31]=[N:30]5)=[CH:24][CH:23]=4)[CH:20]=3)=[O:15])=[CH:9][CH:10]=2)[CH:5]=[CH:4][N:3]=1. The yield is 0.681.